Dataset: Full USPTO retrosynthesis dataset with 1.9M reactions from patents (1976-2016). Task: Predict the reactants needed to synthesize the given product. (1) The reactants are: [C:1]([CH2:3][C:4]1[C:9]([C:10](O)=[O:11])=[CH:8][C:7]([C:13]([NH2:15])=[O:14])=[C:6]([O:16][CH3:17])[CH:5]=1)#[N:2].[NH2:18][C:19]1[CH:23]=[C:22]([CH3:24])[NH:21][N:20]=1. Given the product [OH:11][C:10]1[C:9]2[C:4](=[CH:5][C:6]([O:16][CH3:17])=[C:7]([C:13]([NH2:15])=[O:14])[CH:8]=2)[CH:3]=[C:1]([NH:18][C:19]2[CH:23]=[C:22]([CH3:24])[NH:21][N:20]=2)[N:2]=1, predict the reactants needed to synthesize it. (2) Given the product [CH3:22][O:23][CH:24]1[CH2:29][CH2:28][CH2:27][N:26]([C:2]2[N:7]=[N:6][C:5]([NH2:8])=[N:4][C:3]=2[C:9]2[CH:14]=[CH:13][CH:12]=[CH:11][CH:10]=2)[CH2:25]1, predict the reactants needed to synthesize it. The reactants are: Br[C:2]1[N:7]=[N:6][C:5]([NH2:8])=[N:4][C:3]=1[C:9]1[CH:14]=[CH:13][CH:12]=[CH:11][CH:10]=1.C([O-])([O-])=O.[K+].[K+].Cl.[CH3:22][O:23][CH:24]1[CH2:29][CH2:28][CH2:27][NH:26][CH2:25]1. (3) The reactants are: [F:1][C:2]([F:25])([F:24])[CH2:3][N:4]1[C:8]([CH2:9][C:10](O)=[O:11])=[CH:7][C:6]([C:13]2[CH:18]=[CH:17][C:16]([O:19][C:20]([F:23])([F:22])[F:21])=[CH:15][CH:14]=2)=[N:5]1. Given the product [F:24][C:2]([F:1])([F:25])[CH2:3][N:4]1[C:8]([CH2:9][CH2:10][OH:11])=[CH:7][C:6]([C:13]2[CH:14]=[CH:15][C:16]([O:19][C:20]([F:23])([F:21])[F:22])=[CH:17][CH:18]=2)=[N:5]1, predict the reactants needed to synthesize it. (4) Given the product [OH:25][CH:24]([CH3:26])[CH2:23][CH2:22][N:3]1[C:4]2[C:9](=[CH:8][CH:7]=[CH:6][CH:5]=2)[C:10]2([CH2:14][O:13][C:12]3[CH:15]=[C:16]4[C:20](=[CH:21][C:11]2=3)[CH2:19][CH2:18][O:17]4)[C:2]1=[O:1], predict the reactants needed to synthesize it. The reactants are: [O:1]=[C:2]1[C:10]2([CH2:14][O:13][C:12]3[CH:15]=[C:16]4[C:20](=[CH:21][C:11]2=3)[CH2:19][CH2:18][O:17]4)[C:9]2[C:4](=[CH:5][CH:6]=[CH:7][CH:8]=2)[N:3]1[CH2:22][CH2:23][CH:24]=[O:25].[CH3:26][Mg]Br.